From a dataset of Forward reaction prediction with 1.9M reactions from USPTO patents (1976-2016). Predict the product of the given reaction. Given the reactants [CH:1]1([C:4]2([CH:12]3[CH2:14][CH2:13]3)[CH2:6][CH:5]2[C:7]([O:9]CC)=[O:8])[CH2:3][CH2:2]1.[OH-].[Na+], predict the reaction product. The product is: [CH:12]1([C:4]2([CH:1]3[CH2:2][CH2:3]3)[CH2:6][CH:5]2[C:7]([OH:9])=[O:8])[CH2:14][CH2:13]1.